This data is from Full USPTO retrosynthesis dataset with 1.9M reactions from patents (1976-2016). The task is: Predict the reactants needed to synthesize the given product. (1) The reactants are: Cl[C:2]1[O:3][C:4]([N:9]2[CH2:14][CH2:13][O:12][CH2:11][CH2:10]2)=[CH:5][C:6](=[O:8])[CH:7]=1.[CH:15]1[C:25]2[CH2:24][CH2:23][C:22]3[CH:26]=[CH:27][CH:28]=[CH:29][C:21]=3[S:20][C:19]=2[C:18](B2OC(C)(C)C(C)(C)O2)=[CH:17][CH:16]=1.C(=O)([O-])[O-].[K+].[K+].N#N. Given the product [CH:15]1[C:25]2[CH2:24][CH2:23][C:22]3[CH:26]=[CH:27][CH:28]=[CH:29][C:21]=3[S:20][C:19]=2[C:18]([C:2]2[O:3][C:4]([N:9]3[CH2:14][CH2:13][O:12][CH2:11][CH2:10]3)=[CH:5][C:6](=[O:8])[CH:7]=2)=[CH:17][CH:16]=1, predict the reactants needed to synthesize it. (2) Given the product [CH2:17]1[CH2:16][O:15][C:12]2[CH:13]=[CH:14][C:9]([NH:8][C:6]3[C:5]([F:19])=[CH:4][N:3]=[C:2]([NH:27][C:26]4[CH:28]=[C:22]([O:21][CH3:20])[CH:23]=[CH:24][C:25]=4[CH3:29])[N:7]=3)=[CH:10][C:11]=2[O:18]1, predict the reactants needed to synthesize it. The reactants are: Cl[C:2]1[N:7]=[C:6]([NH:8][C:9]2[CH:14]=[CH:13][C:12]3[O:15][CH2:16][CH2:17][O:18][C:11]=3[CH:10]=2)[C:5]([F:19])=[CH:4][N:3]=1.[CH3:20][O:21][C:22]1[CH:23]=[CH:24][C:25]([CH3:29])=[C:26]([CH:28]=1)[NH2:27]. (3) Given the product [Cl:37][C:32]1[CH:33]=[CH:34][CH:35]=[CH:36][C:31]=1[C@H:29]([O:28][C:21]1[CH:20]=[C:19]([N:18]2[C:3]3[CH:4]=[C:5]([O:8][CH2:9][C:10]4[CH:11]=[CH:12][C:13]([O:16][CH3:17])=[CH:14][CH:15]=4)[CH:6]=[CH:7][C:2]=3[N:1]=[CH:38]2)[S:23][C:22]=1[C:24]([O:26][CH3:27])=[O:25])[CH3:30], predict the reactants needed to synthesize it. The reactants are: [NH2:1][C:2]1[CH:7]=[CH:6][C:5]([O:8][CH2:9][C:10]2[CH:15]=[CH:14][C:13]([O:16][CH3:17])=[CH:12][CH:11]=2)=[CH:4][C:3]=1[NH:18][C:19]1[S:23][C:22]([C:24]([O:26][CH3:27])=[O:25])=[C:21]([O:28][C@@H:29]([C:31]2[CH:36]=[CH:35][CH:34]=[CH:33][C:32]=2[Cl:37])[CH3:30])[CH:20]=1.[CH2:38](OCC)C.C1(C)C=CC(S([O-])(=O)=O)=CC=1.[NH+]1C=CC=CC=1. (4) Given the product [Cl:1][C:2]1[C:3]([NH:35][C:30]2[CH:31]=[CH:32][CH:33]=[CH:34][C:29]=2[O:28][CH3:27])=[C:4]2[NH:10][C:9]([C:11]3[CH:12]=[CH:13][C:14]([O:17][CH2:18][CH2:19][N:20]4[CH2:25][CH2:24][O:23][CH2:22][CH2:21]4)=[CH:15][CH:16]=3)=[N:8][C:5]2=[N:6][CH:7]=1, predict the reactants needed to synthesize it. The reactants are: [Cl:1][C:2]1[C:3](Cl)=[C:4]2[N:10]=[C:9]([C:11]3[CH:16]=[CH:15][C:14]([O:17][CH2:18][CH2:19][N:20]4[CH2:25][CH2:24][O:23][CH2:22][CH2:21]4)=[CH:13][CH:12]=3)[NH:8][C:5]2=[N:6][CH:7]=1.[CH3:27][O:28][C:29]1[C:30]([NH2:35])=[CH:31][CH:32]=[CH:33][CH:34]=1. (5) Given the product [OH:17][C:14]([CH3:16])([CH3:15])[CH2:13][O:12][C:3]1[CH:4]=[CH:5][C:6]([C:8]([OH:10])=[O:9])=[N:7][C:2]=1[O:19][CH3:18], predict the reactants needed to synthesize it. The reactants are: Cl[C:2]1[N:7]=[C:6]([C:8]([O:10]C)=[O:9])[CH:5]=[CH:4][C:3]=1[O:12][CH2:13][C:14]([OH:17])([CH3:16])[CH3:15].[CH3:18][O-:19].[Na+].O.